This data is from Catalyst prediction with 721,799 reactions and 888 catalyst types from USPTO. The task is: Predict which catalyst facilitates the given reaction. Reactant: [CH2:1]([N:5]([CH3:24])[C:6]([C:8]1[CH:9]=[C:10]([C:21]([OH:23])=O)[CH:11]=[C:12]([C:14]2[CH:19]=[CH:18][C:17]([CH3:20])=[CH:16][CH:15]=2)[CH:13]=1)=[O:7])[CH:2]([CH3:4])[CH3:3].Cl.CN(C)CCCN=C=NCC.O.ON1C2C=CC=CC=2N=N1.[CH3:48][C:49]1[N:54]=[CH:53][C:52]([C@H:55]([NH2:57])[CH3:56])=[CH:51][N:50]=1.C(N(CC)C(C)C)(C)C. Product: [CH2:1]([N:5]([CH3:24])[C:6]([C:8]1[CH:13]=[C:12]([C:14]2[CH:15]=[CH:16][C:17]([CH3:20])=[CH:18][CH:19]=2)[CH:11]=[C:10]([C:21]([NH:57][C@@H:55]([C:52]2[CH:51]=[N:50][C:49]([CH3:48])=[N:54][CH:53]=2)[CH3:56])=[O:23])[CH:9]=1)=[O:7])[CH:2]([CH3:3])[CH3:4]. The catalyst class is: 2.